The task is: Predict the reaction yield, written as a fraction of the theoretical maximum amount of product (1.0 means a 100% yield; for example, 0.34 means a 34% yield).. This data is from Reaction yield outcomes from USPTO patents with 853,638 reactions. (1) The reactants are [Cl:1][C:2]1[N:10]=[C:9]2[C:5]([N:6]=[CH:7][N:8]2[CH2:11][CH3:12])=[C:4](Cl)[N:3]=1.[NH:14]1[CH2:19][CH2:18][O:17][CH2:16][CH2:15]1. The catalyst is C(Cl)(Cl)Cl. The product is [Cl:1][C:2]1[N:10]=[C:9]2[C:5]([N:6]=[CH:7][N:8]2[CH2:11][CH3:12])=[C:4]([N:14]2[CH2:19][CH2:18][O:17][CH2:16][CH2:15]2)[N:3]=1. The yield is 0.960. (2) The yield is 0.740. The product is [Br:1][C:2]1[C:3]([O:19][CH2:28][C:29]2[N:33]([CH3:34])[N:32]=[CH:31][N:30]=2)=[N:4][N:5]2[C:10]=1[C:9]([CH3:11])=[N:8][N:7]=[C:6]2[C:12]1[CH:17]=[CH:16][CH:15]=[CH:14][C:13]=1[F:18]. The reactants are [Br:1][C:2]1[C:3]([OH:19])=[N:4][N:5]2[C:10]=1[C:9]([CH3:11])=[N:8][N:7]=[C:6]2[C:12]1[CH:17]=[CH:16][CH:15]=[CH:14][C:13]=1[F:18].C(=O)([O-])[O-].[Cs+].[Cs+].Cl.Cl[CH2:28][C:29]1[N:33]([CH3:34])[N:32]=[CH:31][N:30]=1. The catalyst is CN(C=O)C. (3) The reactants are [NH:1]1[C:5]2=[N+:6]([O-])[CH:7]=[CH:8][CH:9]=[C:4]2[CH:3]=[CH:2]1.P(Cl)(Cl)([Cl:13])=O. No catalyst specified. The product is [Cl:13][C:9]1[CH:8]=[CH:7][N:6]=[C:5]2[NH:1][CH:2]=[CH:3][C:4]=12. The yield is 0.420.